This data is from Full USPTO retrosynthesis dataset with 1.9M reactions from patents (1976-2016). The task is: Predict the reactants needed to synthesize the given product. (1) Given the product [C:2]([C:4]1[CH:13]=[CH:12][CH:11]=[C:10]([N+:14]([O-:16])=[O:15])[C:5]=1[C:6]([O:8][CH3:9])=[O:7])#[N:1], predict the reactants needed to synthesize it. The reactants are: [NH2:1][C:2]([C:4]1[CH:13]=[CH:12][CH:11]=[C:10]([N+:14]([O-:16])=[O:15])[C:5]=1[C:6]([O:8][CH3:9])=[O:7])=O.C(Cl)(=O)C(Cl)=O.O. (2) Given the product [F:16][C@@H:10]1[C@H:11]([O:14][CH3:15])[CH2:12][CH2:13][N:8]([C:6]2[N:23]=[C:22]([NH2:24])[CH:21]=[CH:20][N:19]=2)[CH2:9]1, predict the reactants needed to synthesize it. The reactants are: C(O[C:6]([N:8]1[CH2:13][CH2:12][C@@H:11]([O:14][CH3:15])[C@@H:10]([F:16])[CH2:9]1)=O)(C)(C)C.ClC1[N:23]=[C:22]([NH2:24])[CH:21]=[CH:20][N:19]=1.C(N(CC)CC)C.C(OCC)(=O)C.